This data is from Forward reaction prediction with 1.9M reactions from USPTO patents (1976-2016). The task is: Predict the product of the given reaction. (1) Given the reactants [CH3:1][C:2]1[CH:7]=[CH:6]C(S(O)(=O)=O)=[CH:4][CH:3]=1.[C:12]([O:15][C:16]1[CH:21]=[CH:20][C:19]([NH:22][NH2:23])=[C:18]([OH:24])[CH:17]=1)(=[O:14])[CH3:13].C(OC1C=CC(N)=C(O)C=1)(=O)C.CC(C(=O)C)C(=O)C, predict the reaction product. The product is: [C:12]([O:15][C:16]1[CH:21]=[CH:20][C:19]([N:22]2[C:7]([CH3:6])=[C:2]([CH3:1])[C:3]([CH3:4])=[N:23]2)=[C:18]([OH:24])[CH:17]=1)(=[O:14])[CH3:13]. (2) The product is: [Br:1][C:2]1[CH:3]=[CH:4][C:5]([F:17])=[C:6]([C@@:8]([NH:12][C:13](=[O:16])[CH2:14][Cl:15])([CH3:11])[CH2:9][OH:10])[CH:7]=1. Given the reactants [Br:1][C:2]1[CH:3]=[CH:4][C:5]([F:17])=[C:6]([C:8]([NH:12][C:13](=[O:16])[CH2:14][Cl:15])([CH3:11])[CH2:9][OH:10])[CH:7]=1, predict the reaction product. (3) Given the reactants C([N:8]1[CH2:13][CH2:12][CH2:11][C@H:10]([N:14]([CH3:26])[C:15]2[C:16]3[CH2:24][CH2:23][C:22](=[O:25])[NH:21][C:17]=3[N:18]=[CH:19][N:20]=2)[CH2:9]1)C1C=CC=CC=1.C([O-])=O.[NH4+], predict the reaction product. The product is: [CH3:26][N:14]([C@H:10]1[CH2:11][CH2:12][CH2:13][NH:8][CH2:9]1)[C:15]1[C:16]2[CH2:24][CH2:23][C:22](=[O:25])[NH:21][C:17]=2[N:18]=[CH:19][N:20]=1.